This data is from Forward reaction prediction with 1.9M reactions from USPTO patents (1976-2016). The task is: Predict the product of the given reaction. Given the reactants [N+:1]([C:4]1[CH:5]=[C:6]([NH:14][S:15]([CH3:18])(=[O:17])=[O:16])[CH:7]=[C:8]([C:10]([F:13])([F:12])[F:11])[CH:9]=1)([O-])=O.C([O-])=O.[NH4+], predict the reaction product. The product is: [NH2:1][C:4]1[CH:5]=[C:6]([NH:14][S:15]([CH3:18])(=[O:17])=[O:16])[CH:7]=[C:8]([C:10]([F:13])([F:11])[F:12])[CH:9]=1.